The task is: Predict the reaction yield, written as a fraction of the theoretical maximum amount of product (1.0 means a 100% yield; for example, 0.34 means a 34% yield).. This data is from Reaction yield outcomes from USPTO patents with 853,638 reactions. (1) The reactants are C(N=C=NCCCN(C)C)C.[F:12][C:13]1[CH:18]=[CH:17][C:16]([C@H:19]2[CH2:23][O:22][C:21](=[O:24])[N:20]2[C:25]2[CH:30]=[CH:29][N:28]3[N:31]=[CH:32][C:33]([C:34]4[CH:42]=[CH:41][C:37]([C:38]([OH:40])=O)=[CH:36][CH:35]=4)=[C:27]3[N:26]=2)=[CH:15][CH:14]=1.OC1C2N=[N:50][NH:49]C=2C=CC=1.O.NN.C(N(CC)CC)C. The catalyst is CN(C=O)C.CCOC(C)=O. The product is [F:12][C:13]1[CH:18]=[CH:17][C:16]([C@H:19]2[CH2:23][O:22][C:21](=[O:24])[N:20]2[C:25]2[CH:30]=[CH:29][N:28]3[N:31]=[CH:32][C:33]([C:34]4[CH:42]=[CH:41][C:37]([C:38]([NH:49][NH2:50])=[O:40])=[CH:36][CH:35]=4)=[C:27]3[N:26]=2)=[CH:15][CH:14]=1. The yield is 0.790. (2) The reactants are [F:1][C:2]([F:11])([F:10])[C:3]1[CH:4]=[C:5]([NH2:9])[CH:6]=[CH:7][CH:8]=1.C(N(CC)CC)C.[C:19]([O:22][C:23]1[C:24](=[CH:28][CH:29]=[CH:30][CH:31]=1)[C:25](Cl)=[O:26])(=[O:21])[CH3:20]. The catalyst is ClCCl. The product is [C:19]([O:22][C:23]1[CH:31]=[CH:30][CH:29]=[CH:28][C:24]=1[C:25](=[O:26])[NH:9][C:5]1[CH:6]=[CH:7][CH:8]=[C:3]([C:2]([F:10])([F:11])[F:1])[CH:4]=1)(=[O:21])[CH3:20]. The yield is 0.920. (3) The reactants are [CH3:1][C:2]1[C:3]([C:22]2[CH:27]=[CH:26][CH:25]=[C:24]([C:28]([F:31])([F:30])[F:29])[CH:23]=2)=[N:4][C:5]2[C:10]([C:11]=1[C:12]([O:14]C)=[O:13])=[CH:9][C:8]([S:16]([CH3:19])(=[O:18])=[O:17])=[C:7]([O:20]C)[CH:6]=2.Br. The catalyst is C(O)(=O)C.O. The product is [OH:20][C:7]1[CH:6]=[C:5]2[C:10]([C:11]([C:12]([OH:14])=[O:13])=[C:2]([CH3:1])[C:3]([C:22]3[CH:27]=[CH:26][CH:25]=[C:24]([C:28]([F:30])([F:31])[F:29])[CH:23]=3)=[N:4]2)=[CH:9][C:8]=1[S:16]([CH3:19])(=[O:18])=[O:17]. The yield is 0.910. (4) The reactants are I[C:2]1[CH:3]=[C:4]([CH2:8][CH2:9][N:10]2[CH2:15][CH2:14][N:13]([C:16]3[CH:25]=[CH:24][CH:23]=[C:22]4[C:17]=3[CH:18]=[CH:19][C:20]([CH3:26])=[N:21]4)[CH2:12][CH2:11]2)[CH:5]=[CH:6][CH:7]=1.[CH3:27][C:28]1([CH3:34])[CH2:32][NH:31][C:30](=[O:33])[NH:29]1. No catalyst specified. The product is [CH3:27][C:28]1([CH3:34])[N:29]([C:2]2[CH:7]=[CH:6][CH:5]=[C:4]([CH2:8][CH2:9][N:10]3[CH2:15][CH2:14][N:13]([C:16]4[CH:25]=[CH:24][CH:23]=[C:22]5[C:17]=4[CH:18]=[CH:19][C:20]([CH3:26])=[N:21]5)[CH2:12][CH2:11]3)[CH:3]=2)[C:30](=[O:33])[NH:31][CH2:32]1. The yield is 0.870. (5) The reactants are [C:1]([CH:5]1[CH2:13][C:12]2[C:7](=[CH:8][CH:9]=[C:10]([NH:14][C:15]([C:17]3([C:20]4[CH:30]=[CH:29][C:23]5[O:24][C:25]([F:28])([F:27])[O:26][C:22]=5[CH:21]=4)[CH2:19][CH2:18]3)=[O:16])[CH:11]=2)[N:6]1[CH2:31][CH2:32]C#N)([CH3:4])([CH3:3])[CH3:2].[Cl:35]CC=O.[BH-](OC(C)=O)(OC(C)=O)OC(C)=O.[Na+]. The catalyst is ClCCl. The product is [C:1]([CH:5]1[CH2:13][C:12]2[C:7](=[CH:8][CH:9]=[C:10]([NH:14][C:15]([C:17]3([C:20]4[CH:30]=[CH:29][C:23]5[O:24][C:25]([F:28])([F:27])[O:26][C:22]=5[CH:21]=4)[CH2:19][CH2:18]3)=[O:16])[CH:11]=2)[N:6]1[CH2:31][CH2:32][Cl:35])([CH3:4])([CH3:3])[CH3:2]. The yield is 0.630.